Dataset: Reaction yield outcomes from USPTO patents with 853,638 reactions. Task: Predict the reaction yield, written as a fraction of the theoretical maximum amount of product (1.0 means a 100% yield; for example, 0.34 means a 34% yield). The reactants are [C:1]([NH:4][C:5]1[CH:30]=[CH:29][C:8]([C:9]([NH:11][C:12]2[S:16][C:15]([NH:17][C:18]3[CH:23]=[CH:22][C:21]([O:24]C)=[CH:20][CH:19]=3)=[N:14][C:13]=2[C:26]([NH2:28])=[O:27])=[O:10])=[CH:7][CH:6]=1)(=[O:3])[CH3:2].B(Br)(Br)Br. The catalyst is ClCCCl. The product is [C:1]([NH:4][C:5]1[CH:30]=[CH:29][C:8]([C:9]([NH:11][C:12]2[S:16][C:15]([NH:17][C:18]3[CH:23]=[CH:22][C:21]([OH:24])=[CH:20][CH:19]=3)=[N:14][C:13]=2[C:26]([NH2:28])=[O:27])=[O:10])=[CH:7][CH:6]=1)(=[O:3])[CH3:2]. The yield is 0.720.